From a dataset of Forward reaction prediction with 1.9M reactions from USPTO patents (1976-2016). Predict the product of the given reaction. (1) Given the reactants [C:1]([O:5][C:6]([NH:8][CH2:9][C:10]1[CH:15]=[CH:14][C:13]([CH:16]([OH:22])[CH2:17][C:18]([CH3:21])([CH3:20])[CH3:19])=[C:12]([Cl:23])[CH:11]=1)=[O:7])([CH3:4])([CH3:3])[CH3:2], predict the reaction product. The product is: [C:1]([O:5][C:6]([NH:8][CH2:9][C:10]1[CH:15]=[CH:14][C:13]([C:16](=[O:22])[CH2:17][C:18]([CH3:21])([CH3:20])[CH3:19])=[C:12]([Cl:23])[CH:11]=1)=[O:7])([CH3:4])([CH3:2])[CH3:3]. (2) Given the reactants [F:1][C:2]1[CH:7]=[CH:6][CH:5]=[CH:4][C:3]=1[C@@H:8]([NH:10][C:11]1[S:12][C:13]([C:18]2[CH:25]=[CH:24][C:21]([C:22]#[N:23])=[CH:20][CH:19]=2)([CH3:17])[C:14](=[O:16])[N:15]=1)[CH3:9].[OH-:26].[K+].Cl, predict the reaction product. The product is: [F:1][C:2]1[CH:7]=[CH:6][CH:5]=[CH:4][C:3]=1[C@@H:8]([NH:10][C:11]1[S:12][C:13]([C:18]2[CH:19]=[CH:20][C:21]([C:22]([NH2:23])=[O:26])=[CH:24][CH:25]=2)([CH3:17])[C:14](=[O:16])[N:15]=1)[CH3:9]. (3) Given the reactants [CH2:1]([O:3][C:4](=[O:18])[CH:5]([O:15][CH2:16][CH3:17])[CH2:6][C:7]1[CH:12]=[CH:11][C:10]([OH:13])=[C:9]([F:14])[CH:8]=1)[CH3:2].[CH:19]([C:22]1[CH:27]=[CH:26][C:25]([C:28]2[S:29][CH:30]=[C:31]([CH2:33][CH2:34]O)[N:32]=2)=[CH:24][CH:23]=1)([CH3:21])[CH3:20].C(OC(CC1C=CC(OCC2N=C(C3C=CC(C(C)C)=CC=3)SC=2)=C(C)C=1)C(O)=O)C.C1(P(C2C=CC=CC=2)C2C=CC=CC=2)C=CC=CC=1.N(C(OCC)=O)=NC(OCC)=O, predict the reaction product. The product is: [CH2:1]([O:3][C:4](=[O:18])[CH:5]([O:15][CH2:16][CH3:17])[CH2:6][C:7]1[CH:12]=[CH:11][C:10]([O:13][CH2:34][CH2:33][C:31]2[N:32]=[C:28]([C:25]3[CH:26]=[CH:27][C:22]([CH:19]([CH3:20])[CH3:21])=[CH:23][CH:24]=3)[S:29][CH:30]=2)=[C:9]([F:14])[CH:8]=1)[CH3:2]. (4) Given the reactants [CH2:1]([N:8]1[C@@H:13]([CH3:14])[CH2:12][O:11][CH2:10][C:9]1=[O:15])[C:2]1[CH:7]=[CH:6][CH:5]=[CH:4][CH:3]=1.[Li+].CC([N-]C(C)C)C.[F:24][C:25]1[CH:32]=[CH:31][C:28]([CH2:29]Br)=[CH:27][CH:26]=1, predict the reaction product. The product is: [CH2:1]([N:8]1[CH:13]([CH3:14])[CH2:12][O:11][C@@H:10]([CH2:29][C:28]2[CH:31]=[CH:32][C:25]([F:24])=[CH:26][CH:27]=2)[C:9]1=[O:15])[C:2]1[CH:3]=[CH:4][CH:5]=[CH:6][CH:7]=1. (5) Given the reactants [Cl:1][C:2]1[CH:37]=[CH:36][C:5]([CH2:6][N:7]2[C:15]3[C:14](=[O:16])[N:13]([CH2:17][C:18](=[O:21])[CH2:19][CH3:20])[C:12](=[O:22])[N:11]([CH3:23])[C:10]=3[N:9]=[C:8]2[O:24][C:25]2[CH:30]=[CH:29][CH:28]=[C:27]([O:31][C:32]([F:35])([F:34])[F:33])[CH:26]=2)=[CH:4][CH:3]=1.[BH4-].[Na+], predict the reaction product. The product is: [Cl:1][C:2]1[CH:3]=[CH:4][C:5]([CH2:6][N:7]2[C:15]3[C:14](=[O:16])[N:13]([CH2:17][CH:18]([OH:21])[CH2:19][CH3:20])[C:12](=[O:22])[N:11]([CH3:23])[C:10]=3[N:9]=[C:8]2[O:24][C:25]2[CH:30]=[CH:29][CH:28]=[C:27]([O:31][C:32]([F:35])([F:33])[F:34])[CH:26]=2)=[CH:36][CH:37]=1. (6) Given the reactants [Cl:1][C:2]1[CH:7]=[CH:6][C:5]([C:8]2[CH:9]=[N:10][CH:11]=[C:12]3[C:17]=2[N:16]=[C:15]([C:18]([OH:20])=O)[CH:14]=[CH:13]3)=[CH:4][CH:3]=1.C(N(CC)C(C)C)(C)C.F[P-](F)(F)(F)(F)F.N1(OC(N(C)C)=[N+](C)C)C2N=CC=CC=2N=N1.[NH:54]1[CH2:59][CH2:58][O:57][CH2:56][CH2:55]1, predict the reaction product. The product is: [Cl:1][C:2]1[CH:3]=[CH:4][C:5]([C:8]2[CH:9]=[N:10][CH:11]=[C:12]3[C:17]=2[N:16]=[C:15]([C:18]([N:54]2[CH2:59][CH2:58][O:57][CH2:56][CH2:55]2)=[O:20])[CH:14]=[CH:13]3)=[CH:6][CH:7]=1.